From a dataset of Full USPTO retrosynthesis dataset with 1.9M reactions from patents (1976-2016). Predict the reactants needed to synthesize the given product. Given the product [Cl:19][CH2:20][C:21]1[CH:29]=[CH:28][C:24]([C:25]([NH:1][C:2]2[S:3][C:4]3[C:10]([N:11]4[CH2:16][CH2:15][O:14][CH2:13][CH2:12]4)=[CH:9][CH:8]=[C:7]([O:17][CH3:18])[C:5]=3[N:6]=2)=[O:26])=[CH:23][CH:22]=1, predict the reactants needed to synthesize it. The reactants are: [NH2:1][C:2]1[S:3][C:4]2[C:10]([N:11]3[CH2:16][CH2:15][O:14][CH2:13][CH2:12]3)=[CH:9][CH:8]=[C:7]([O:17][CH3:18])[C:5]=2[N:6]=1.[Cl:19][CH2:20][C:21]1[CH:29]=[CH:28][C:24]([C:25](Cl)=[O:26])=[CH:23][CH:22]=1.N1C=CC=CC=1.